From a dataset of CYP2C9 inhibition data for predicting drug metabolism from PubChem BioAssay. Regression/Classification. Given a drug SMILES string, predict its absorption, distribution, metabolism, or excretion properties. Task type varies by dataset: regression for continuous measurements (e.g., permeability, clearance, half-life) or binary classification for categorical outcomes (e.g., BBB penetration, CYP inhibition). Dataset: cyp2c9_veith. (1) The result is 1 (inhibitor). The compound is COC(=O)[C@@]1(Cc2ccc(F)cc2)[C@H]2c3cc(C(=O)N(C)C)n(Cc4ccc(OC(F)(F)F)cc4)c3C[C@H]2CN1C(=O)c1ccccc1. (2) The molecule is CC1(C)[C@@H]2CC[C@]1(CC(=O)O)[C@H](Cl)C2. The result is 0 (non-inhibitor). (3) The drug is CC(C)CC(C(=O)NCC1CCCO1)N(C(=O)Cn1nnc(-c2ccc(F)cc2)n1)c1ccccc1F. The result is 1 (inhibitor). (4) The molecule is Cc1ccc2nc(SCc3ccc([N+](=O)[O-])cc3)[nH]c2c1. The result is 1 (inhibitor). (5) The molecule is Nc1nc(SCC(=O)c2ccc(Br)cc2)c2[nH]cnc2n1. The result is 0 (non-inhibitor). (6) The compound is CCCCOc1ccc(-c2nnn(CC(=O)c3c[nH]c4ccccc34)n2)cc1. The result is 0 (non-inhibitor). (7) The compound is CN(C)c1ccc(C(c2ccc(N(C)C)cc2)c2ccc([N+](=O)[O-])cc2)cc1. The result is 0 (non-inhibitor). (8) The drug is COCCn1c(=O)cnc2cnc(Oc3ccc(OC)cc3)nc21. The result is 0 (non-inhibitor). (9) The molecule is CC(C)=NO[C@@H](C)CN1CCCCc2nc(C)c(C)cc21. The result is 0 (non-inhibitor). (10) The molecule is CCCCCN1CC(O)=C(c2nc(-c3ccc(Cl)cc3)cs2)C1=N. The result is 1 (inhibitor).